Predict the reactants needed to synthesize the given product. From a dataset of Full USPTO retrosynthesis dataset with 1.9M reactions from patents (1976-2016). (1) Given the product [CH3:56][NH:55][C:47]1[C:46]([CH:10]=[CH:9][C:8]([O:12][CH2:13][CH2:14][CH2:15][CH3:16])=[O:11])=[CH:51][C:50]([N+:52]([O-:54])=[O:53])=[CH:49][N:48]=1, predict the reactants needed to synthesize it. The reactants are: C(N(CC)CC)C.[C:8]([O:12][CH2:13][CH2:14][CH2:15][CH3:16])(=[O:11])[CH:9]=[CH2:10].C1(C)C(C(P(C(C2C(C)=CC=CC=2)=O)C(C2C(C)=CC=CC=2)=O)=O)=CC=CC=1.Br[C:46]1[C:47]([NH:55][CH3:56])=[N:48][CH:49]=[C:50]([N+:52]([O-:54])=[O:53])[CH:51]=1. (2) Given the product [CH2:45]([C:47]1[CH:48]=[N:49][C:28]([N:25]2[CH2:26][CH2:27][CH:22]([N:18]3[C:14]4[N:15]=[CH:16][N:17]=[C:12]([NH:11][C:8]5[CH:9]=[CH:10][C:5]([C:3]([N:2]([CH3:35])[CH3:1])=[O:4])=[CH:6][C:7]=5[F:34])[C:13]=4[C:20]([F:21])=[CH:19]3)[CH2:23][CH2:24]2)=[N:51][CH:52]=1)[CH3:46], predict the reactants needed to synthesize it. The reactants are: [CH3:1][N:2]([CH3:35])[C:3]([C:5]1[CH:10]=[CH:9][C:8]([NH:11][C:12]2[C:13]3[C:20]([F:21])=[CH:19][N:18]([CH:22]4[CH2:27][CH2:26][N:25]([C:28](OC(C)C)=O)[CH2:24][CH2:23]4)[C:14]=3[N:15]=[CH:16][N:17]=2)=[C:7]([F:34])[CH:6]=1)=[O:4].C(N(C(C)C)CC)(C)C.[CH2:45]([C:47]1[CH:48]=[N:49]C(Cl)=[N:51][CH:52]=1)[CH3:46].O. (3) Given the product [CH:5]12[CH2:4][CH:3]1[CH2:2][CH:1]([CH2:8][O:9][C:10]1[C:22]([CH:25]3[CH2:30][CH2:29]3)=[CH:21][C:13]([C:14]([O:16][C:17]([CH3:18])([CH3:19])[CH3:20])=[O:15])=[C:12]([F:24])[CH:11]=1)[CH2:6]2, predict the reactants needed to synthesize it. The reactants are: [C:1]12([CH2:8][O:9][C:10]3[C:22](Cl)=[CH:21][C:13]([C:14]([O:16][C:17]([CH3:20])([CH3:19])[CH3:18])=[O:15])=[C:12]([F:24])[CH:11]=3)C[CH:6]1[CH2:5][CH2:4][CH2:3][CH2:2]2.[CH:25]12[CH2:30][CH:29]1CC(COC1C(Cl)=CC(C(OC(C)(C)C)=O)=C(F)C=1)C2. (4) The reactants are: C([O:5][C:6](=[O:32])[CH2:7][CH2:8][C:9]([NH:28][C:29](=[O:31])[CH3:30])([CH2:19][CH2:20][C:21]([O:23]C(C)(C)C)=[O:22])[CH2:10][CH2:11][C:12]([O:14]C(C)(C)C)=[O:13])(C)(C)C. Given the product [C:29]([NH:28][C:9]([CH2:10][CH2:11][C:12]([OH:14])=[O:13])([CH2:19][CH2:20][C:21]([OH:23])=[O:22])[CH2:8][CH2:7][C:6]([OH:32])=[O:5])(=[O:31])[CH3:30], predict the reactants needed to synthesize it. (5) Given the product [CH3:10][N:11]([CH2:13][CH2:14][C:15]1[C:19]2[CH:20]=[C:21]([CH2:24][N:25]3[N:29]=[CH:28][N:27]=[CH:26]3)[CH:22]=[CH:23][C:18]=2[NH:17][CH:16]=1)[CH3:12].[CH:5]1[CH:4]=[CH:3][C:2]([C:1]([OH:9])=[O:8])=[CH:7][CH:6]=1, predict the reactants needed to synthesize it. The reactants are: [C:1]([OH:9])(=[O:8])[C:2]1[CH:7]=[CH:6][CH:5]=[CH:4][CH:3]=1.[CH3:10][N:11]([CH2:13][CH2:14][C:15]1[C:19]2[CH:20]=[C:21]([CH2:24][N:25]3[N:29]=[CH:28][N:27]=[CH:26]3)[CH:22]=[CH:23][C:18]=2[NH:17][CH:16]=1)[CH3:12]. (6) Given the product [F:1][C:2]1[CH:7]=[CH:6][C:5]([C:8]2[O:9][C:10]3[CH:20]=[CH:19][C:18]([C:21]4[CH:26]=[C:25]([C:27](=[O:38])[NH:28][C:29]5([C:32]6[CH:37]=[CH:36][CH:35]=[CH:34][N:33]=6)[CH2:30][CH2:31]5)[C:24]([O:39][CH:41]([CH3:46])[CH3:42])=[CH:23][C:22]=4[CH3:40])=[CH:17][C:11]=3[C:12]=2[C:13]([NH:15][CH3:16])=[O:14])=[CH:4][CH:3]=1, predict the reactants needed to synthesize it. The reactants are: [F:1][C:2]1[CH:7]=[CH:6][C:5]([C:8]2[O:9][C:10]3[CH:20]=[CH:19][C:18]([C:21]4[CH:26]=[C:25]([C:27](=[O:38])[NH:28][C:29]5([C:32]6[CH:37]=[CH:36][CH:35]=[CH:34][N:33]=6)[CH2:31][CH2:30]5)[C:24]([OH:39])=[CH:23][C:22]=4[CH3:40])=[CH:17][C:11]=3[C:12]=2[C:13]([NH:15][CH3:16])=[O:14])=[CH:4][CH:3]=1.[C:41]1(P(C2C=CC=CC=2)C2C=CC=CC=2)[CH:46]=CC=C[CH:42]=1.N(/C(OC(C)(C)C)=O)=N\C(OC(C)(C)C)=O.CC(O)C.